This data is from Forward reaction prediction with 1.9M reactions from USPTO patents (1976-2016). The task is: Predict the product of the given reaction. (1) Given the reactants [O:1]1[CH2:7][CH:6]([C:8]2[C:16]3[S:15][C:14]([NH2:17])=[N:13][C:12]=3[C:11]([O:18][CH3:19])=[CH:10][CH:9]=2)[CH2:5][O:4][CH2:3][CH2:2]1.[Cl:20][CH2:21][C:22]1[CH:30]=[CH:29][C:25]([C:26](O)=[O:27])=[CH:24][CH:23]=1.O1CC(C2C3SC(NC(C4SC(C)=CC=4)=O)=NC=3C(OC)=CC=2)COCC1, predict the reaction product. The product is: [Cl:20][CH2:21][C:22]1[CH:30]=[CH:29][C:25]([C:26]([NH:17][C:14]2[S:15][C:16]3[C:8]([CH:6]4[CH2:5][O:4][CH2:3][CH2:2][O:1][CH2:7]4)=[CH:9][CH:10]=[C:11]([O:18][CH3:19])[C:12]=3[N:13]=2)=[O:27])=[CH:24][CH:23]=1. (2) Given the reactants Cl[C:2]1[CH:7]=[C:6]([C:8]2[CH:13]=[CH:12][CH:11]=[CH:10][N:9]=2)[N:5]=[C:4]([C:14]2[CH:19]=[CH:18][CH:17]=[CH:16][N:15]=2)[CH:3]=1.[NH2:20][NH2:21], predict the reaction product. The product is: [NH:20]([C:2]1[CH:7]=[C:6]([C:8]2[CH:13]=[CH:12][CH:11]=[CH:10][N:9]=2)[N:5]=[C:4]([C:14]2[CH:19]=[CH:18][CH:17]=[CH:16][N:15]=2)[CH:3]=1)[NH2:21].